From a dataset of M1 muscarinic receptor agonist screen with 61,833 compounds. Binary Classification. Given a drug SMILES string, predict its activity (active/inactive) in a high-throughput screening assay against a specified biological target. (1) The compound is S(c1nc2OC=Nc3c(c2nn1)cccc3)C. The result is 0 (inactive). (2) The compound is Clc1ccc(n2c3CC(CC(=O)c3cc(c2=O)C(=O)NCc2occc2)(C)C)cc1. The result is 0 (inactive). (3) The molecule is S(=O)(=O)(N1CCCCC1)c1cc(sc1)C(=O)Nc1ccc(F)cc1. The result is 0 (inactive). (4) The drug is O=C(NC1CCCCC1)C(c1nc2c(nc1N1CCC(CC1)C)cccc2)C#N. The result is 1 (active). (5) The drug is O=C1CCC\C1=C/Nc1c(cccc1)C(OCC)=O. The result is 0 (inactive). (6) The molecule is O=c1n2c(nc3n(CCCC)\c(=N\C(=O)c4cccnc4)c(cc13)C(OCC)=O)cccc2. The result is 1 (active). (7) The molecule is Brc1cc2c(N(C(=O)C3CC3)CC2)c(S(=O)(=O)NCCCN2CCCC2)c1. The result is 0 (inactive). (8) The molecule is O1c2cc(CN3CCN(CC3)c3ncnc4c3n(c3c4cc(OC)cc3)C)ccc2OC1. The result is 0 (inactive). (9) The compound is Brc1ccc(C(=O)CSc2oc(nn2)COc2cc(cc(c2)C)C)cc1. The result is 0 (inactive).